This data is from Peptide-MHC class I binding affinity with 185,985 pairs from IEDB/IMGT. The task is: Regression. Given a peptide amino acid sequence and an MHC pseudo amino acid sequence, predict their binding affinity value. This is MHC class I binding data. The peptide sequence is SFEPIPIHY. The MHC is HLA-A29:02 with pseudo-sequence HLA-A29:02. The binding affinity (normalized) is 0.646.